From a dataset of Reaction yield outcomes from USPTO patents with 853,638 reactions. Predict the reaction yield, written as a fraction of the theoretical maximum amount of product (1.0 means a 100% yield; for example, 0.34 means a 34% yield). (1) The reactants are [O:1]=[C:2]1[NH:6][C@@H:5]([C:7]([O:9][CH2:10][CH3:11])=[O:8])[CH2:4][CH2:3]1.Br[C:13]1[CH:18]=[CH:17][CH:16]=[CH:15][CH:14]=1.C([O-])([O-])=O.[Cs+].[Cs+].C1(P(C2C=CC=CC=2)C2C3OC4C(=CC=CC=4P(C4C=CC=CC=4)C4C=CC=CC=4)C(C)(C)C=3C=CC=2)C=CC=CC=1. The catalyst is O1CCOCC1.C1C=CC(/C=C/C(/C=C/C2C=CC=CC=2)=O)=CC=1.C1C=CC(/C=C/C(/C=C/C2C=CC=CC=2)=O)=CC=1.C1C=CC(/C=C/C(/C=C/C2C=CC=CC=2)=O)=CC=1.[Pd].[Pd]. The product is [O:1]=[C:2]1[N:6]([C:13]2[CH:18]=[CH:17][CH:16]=[CH:15][CH:14]=2)[C@@H:5]([C:7]([O:9][CH2:10][CH3:11])=[O:8])[CH2:4][CH2:3]1. The yield is 0.170. (2) The reactants are [O:1]=[C:2]1[C:8]2[CH:9]=[CH:10][CH:11]=[CH:12][C:7]=2[O:6][C:5]2[CH:13]=[CH:14][CH:15]=[CH:16][C:4]=2[N:3]1[CH2:17][C:18]1[CH:23]=[CH:22][C:21](/[CH:24]=[CH:25]/[C:26]([O:28][CH2:29][CH3:30])=[O:27])=[CH:20][CH:19]=1.[H][H]. The catalyst is C(O)C.[Pd]. The product is [O:1]=[C:2]1[C:8]2[CH2:9][CH2:10][CH:11]=[CH:12][C:7]=2[O:6][C:5]2[CH:13]=[CH:14][CH:15]=[CH:16][C:4]=2[N:3]1[CH2:17][C:18]1[CH:19]=[CH:20][C:21]([CH2:24][CH2:25][C:26]([O:28][CH2:29][CH3:30])=[O:27])=[CH:22][CH:23]=1. The yield is 0.950. (3) The reactants are C([O:8][C:9]1[C:14](=[O:15])[CH:13]=[C:12]([CH2:16][NH:17][S:18]([C:21]2[C:22]([CH3:27])=[CH:23][CH:24]=[CH:25][CH:26]=2)(=[O:20])=[O:19])[N:11]([CH3:28])[C:10]=1[C:29]([OH:31])=[O:30])C1C=CC=CC=1.C1(S(NCC2N(C)C(C(O)=O)=C(O)C(=O)C=2)(=O)=O)C=CC=CC=1. No catalyst specified. The product is [OH:8][C:9]1[C:14](=[O:15])[CH:13]=[C:12]([CH2:16][NH:17][S:18]([C:21]2[C:22]([CH3:27])=[CH:23][CH:24]=[CH:25][CH:26]=2)(=[O:19])=[O:20])[N:11]([CH3:28])[C:10]=1[C:29]([OH:31])=[O:30]. The yield is 0.0941. (4) The reactants are [F:1][C:2]1[C:7]([NH:8][CH2:9][C:10]2[CH:15]=[C:14]([C:16]3[CH:21]=[CH:20][CH:19]=[C:18]([F:22])[CH:17]=3)[CH:13]=[C:12]([CH3:23])[C:11]=2[O:24][CH3:25])=[C:6]([F:26])[CH:5]=[CH:4][C:3]=1[OH:27].C([O-])([O-])=O.[Cs+].[Cs+].Br[CH2:35][C:36]([O:38][CH2:39][CH3:40])=[O:37]. The catalyst is CC(C)=O.O. The product is [F:1][C:2]1[C:7]([NH:8][CH2:9][C:10]2[CH:15]=[C:14]([C:16]3[CH:21]=[CH:20][CH:19]=[C:18]([F:22])[CH:17]=3)[CH:13]=[C:12]([CH3:23])[C:11]=2[O:24][CH3:25])=[C:6]([F:26])[CH:5]=[CH:4][C:3]=1[O:27][CH2:35][C:36]([O:38][CH2:39][CH3:40])=[O:37]. The yield is 0.860. (5) The reactants are Cl.C([NH:9][C:10]12[CH2:17][CH2:16][C:13]([C:18]3[C:22]4=[C:23]5[CH:29]=[CH:28][NH:27][C:24]5=[N:25][CH:26]=[C:21]4[NH:20][N:19]=3)([CH2:14][CH2:15]1)[CH2:12][CH2:11]2)C1C=CC=CC=1.C([O-])=O.[NH4+]. The catalyst is CO. The product is [C:18]1([C:13]23[CH2:16][CH2:17][C:10]([NH2:9])([CH2:15][CH2:14]2)[CH2:11][CH2:12]3)[C:22]2=[C:23]3[CH:29]=[CH:28][NH:27][C:24]3=[N:25][CH:26]=[C:21]2[NH:20][N:19]=1. The yield is 0.710.